Dataset: Catalyst prediction with 721,799 reactions and 888 catalyst types from USPTO. Task: Predict which catalyst facilitates the given reaction. Reactant: [C:1]([N:8]1[CH2:11][CH:10]([C:12]([OH:14])=O)[CH2:9]1)([O:3][C:4]([CH3:7])([CH3:6])[CH3:5])=[O:2].C1N=CN(C(N2C=NC=C2)=O)C=1.[F:27][C:28]1[CH:33]=[CH:32][C:31]([C:34](=[N:36]O)[NH2:35])=[CH:30][C:29]=1[NH:38][C:39]([C:41]1[N:45]2[CH:46]=[CH:47][CH:48]=[CH:49][C:44]2=[N:43][CH:42]=1)=[O:40]. Product: [F:27][C:28]1[CH:33]=[CH:32][C:31]([C:34]2[N:35]=[C:12]([CH:10]3[CH2:9][N:8]([C:1]([O:3][C:4]([CH3:5])([CH3:6])[CH3:7])=[O:2])[CH2:11]3)[O:14][N:36]=2)=[CH:30][C:29]=1[NH:38][C:39]([C:41]1[N:45]2[CH:46]=[CH:47][CH:48]=[CH:49][C:44]2=[N:43][CH:42]=1)=[O:40]. The catalyst class is: 37.